Dataset: Full USPTO retrosynthesis dataset with 1.9M reactions from patents (1976-2016). Task: Predict the reactants needed to synthesize the given product. (1) Given the product [CH2:3]([O:5][C:6](=[O:25])[CH:7]([C:8]1[N:17]=[C:16]2[C:11]([CH2:12][CH2:13][CH2:14][N:15]2[C:18]([O:20][C:21]([CH3:24])([CH3:23])[CH3:22])=[O:19])=[CH:10][CH:9]=1)[CH3:26])[CH3:4], predict the reactants needed to synthesize it. The reactants are: [H-].[Na+].[CH2:3]([O:5][C:6](=[O:25])[CH2:7][C:8]1[N:17]=[C:16]2[C:11]([CH2:12][CH2:13][CH2:14][N:15]2[C:18]([O:20][C:21]([CH3:24])([CH3:23])[CH3:22])=[O:19])=[CH:10][CH:9]=1)[CH3:4].[CH3:26]I. (2) The reactants are: [C:1]([C:4]1[CH:9]=[CH:8][C:7]([S:10]([NH2:13])(=[O:12])=[O:11])=[CH:6][CH:5]=1)(=[O:3])[CH3:2].[CH3:14][O:15][C:16]1[CH:23]=[C:22]([O:24][CH3:25])[C:21]([C:26]2[N:27]([CH3:35])[C:28]3[C:33]([CH:34]=2)=[CH:32][CH:31]=[CH:30][CH:29]=3)=[CH:20][C:17]=1[CH:18]=O. Given the product [CH3:14][O:15][C:16]1[CH:23]=[C:22]([O:24][CH3:25])[C:21]([C:26]2[N:27]([CH3:35])[C:28]3[C:33]([CH:34]=2)=[CH:32][CH:31]=[CH:30][CH:29]=3)=[CH:20][C:17]=1/[CH:18]=[CH:2]/[C:1]([C:4]1[CH:5]=[CH:6][C:7]([S:10]([NH2:13])(=[O:11])=[O:12])=[CH:8][CH:9]=1)=[O:3], predict the reactants needed to synthesize it. (3) Given the product [O:41]=[S:37]1(=[O:40])[CH2:38][CH2:39][N:34]([CH2:33][C:30]2[CH:31]=[CH:32][C:27]([C:2]3[N:10]4[C:5]([CH:6]=[N:7][C:8]([NH:11][C:12]5[CH:17]=[CH:16][C:15]([N:18]6[CH2:19][CH2:20][O:21][CH2:22][CH2:23]6)=[CH:14][CH:13]=5)=[N:9]4)=[CH:4][CH:3]=3)=[CH:28][CH:29]=2)[CH2:35][CH2:36]1, predict the reactants needed to synthesize it. The reactants are: Br[C:2]1[N:10]2[C:5]([CH:6]=[N:7][C:8]([NH:11][C:12]3[CH:17]=[CH:16][C:15]([N:18]4[CH2:23][CH2:22][O:21][CH2:20][CH2:19]4)=[CH:14][CH:13]=3)=[N:9]2)=[CH:4][CH:3]=1.B([C:27]1[CH:32]=[CH:31][C:30]([CH2:33][N:34]2[CH2:39][CH2:38][S:37](=[O:41])(=[O:40])[CH2:36][CH2:35]2)=[CH:29][CH:28]=1)(O)O. (4) Given the product [CH3:14][O:15][C:16]1[CH:17]=[C:18]([CH:22]=[CH:23][CH:24]=1)[CH2:19][CH:2]1[C:9]2[CH:8]=[C:7]([C:10]([O:12][CH3:13])=[O:11])[NH:6][C:5]=2[CH2:4][CH2:3]1, predict the reactants needed to synthesize it. The reactants are: O=[C:2]1[C:9]2[CH:8]=[C:7]([C:10]([O:12][CH3:13])=[O:11])[NH:6][C:5]=2[CH2:4][CH2:3]1.[CH3:14][O:15][C:16]1[CH:17]=[C:18]([CH:22]=[CH:23][CH:24]=1)[CH2:19][Mg]Br.ClC1C=C(C=CC=1Cl)/C=C1\CCC2NC(C(OC)=O)=CC\1=2. (5) Given the product [C:1]([C:5]1[N:6]=[C:7]([N:16]2[CH2:20][CH2:19][C:18]([F:21])([F:22])[CH2:17]2)[C:8]2[C:9](=[N:11][N:12]([CH2:14][C:15]3[CH:29]=[N:28][CH:27]=[CH:23][CH:24]=3)[N:13]=2)[N:10]=1)([CH3:2])([CH3:3])[CH3:4], predict the reactants needed to synthesize it. The reactants are: [C:1]([C:5]1[N:6]=[C:7]([N:16]2[CH2:20][CH2:19][C:18]([F:22])([F:21])[CH2:17]2)[C:8]2[C:9](=[N:11][N:12]([CH2:14][CH3:15])[N:13]=2)[N:10]=1)([CH3:4])([CH3:3])[CH3:2].[C:23]([C:27]1[N:28]=[C:29](N2CCC(F)(F)C2)C2N=NNC=2N=1)(C)(C)[CH3:24].Cl.ClCC1C=NC=CC=1. (6) Given the product [Cl:13][C:10]1[CH:11]=[CH:12][C:7]([C:5]2[N:6]=[C:2]([S:20][C:21]3[N:26]=[CH:25][CH:24]=[CH:23][N:22]=3)[O:3][C:4]=2[CH2:14][CH2:15][C:16]([O:18][CH3:19])=[O:17])=[CH:8][CH:9]=1, predict the reactants needed to synthesize it. The reactants are: Cl[C:2]1[O:3][C:4]([CH2:14][CH2:15][C:16]([O:18][CH3:19])=[O:17])=[C:5]([C:7]2[CH:12]=[CH:11][C:10]([Cl:13])=[CH:9][CH:8]=2)[N:6]=1.[SH:20][C:21]1[N:26]=[CH:25][CH:24]=[CH:23][N:22]=1.C(=O)([O-])[O-].[K+].[K+].CN(C)C=O. (7) Given the product [CH2:7]([N:15]1[CH2:28][CH2:27][C:26]2[C:25]3[CH:24]=[CH:23][C:22]([C:29]4[CH:34]=[CH:33][CH:32]=[CH:31][CH:30]=4)=[CH:21][C:20]=3[NH:19][C:18]=2[CH2:17][CH2:16]1)[C:8]1[CH:9]=[CH:10][CH:11]=[CH:12][CH:13]=1, predict the reactants needed to synthesize it. The reactants are: [H-].[Al+3].[Li+].[H-].[H-].[H-].[C:7]([N:15]1[CH2:28][CH2:27][C:26]2[C:25]3[CH:24]=[CH:23][C:22]([C:29]4[CH:34]=[CH:33][CH:32]=[CH:31][CH:30]=4)=[CH:21][C:20]=3[NH:19][C:18]=2[CH2:17][CH2:16]1)(=O)[C:8]1[CH:13]=[CH:12][CH:11]=[CH:10][CH:9]=1.CCOC(C)=O.CCCCCCC. (8) The reactants are: [N+:1]([C:4]1[CH:9]=[CH:8][C:7]([CH2:10][C:11]#[N:12])=[CH:6][CH:5]=1)([O-:3])=[O:2].C(O)C.[ClH:16].O1CCOCC1.[NH3:23]. Given the product [ClH:16].[N+:1]([C:4]1[CH:5]=[CH:6][C:7]([CH2:10][C:11](=[NH:23])[NH2:12])=[CH:8][CH:9]=1)([O-:3])=[O:2], predict the reactants needed to synthesize it.